Task: Predict the product of the given reaction.. Dataset: Forward reaction prediction with 1.9M reactions from USPTO patents (1976-2016) (1) Given the reactants C(OC([N:8]1[CH2:13][CH2:12][CH:11]([CH2:14][O:15][C:16]2[CH:21]=[CH:20][C:19]([F:22])=[CH:18][CH:17]=2)[CH2:10][CH2:9]1)=O)(C)(C)C, predict the reaction product. The product is: [F:22][C:19]1[CH:18]=[CH:17][C:16]([O:15][CH2:14][CH:11]2[CH2:10][CH2:9][NH:8][CH2:13][CH2:12]2)=[CH:21][CH:20]=1. (2) Given the reactants [OH-].[K+].[F:3][C:4]([F:22])([F:21])[C:5]1[N:9]2[N:10]=[C:11]([N:14]3[CH2:19][CH2:18][C:17](=O)[CH2:16][CH2:15]3)[CH2:12][CH2:13][C:8]2=[N:7][N:6]=1.[NH:23]1[C:31]2[C:26](=[CH:27][CH:28]=[CH:29][CH:30]=2)[CH:25]=[CH:24]1, predict the reaction product. The product is: [NH:23]1[C:31]2[C:26](=[CH:27][CH:28]=[CH:29][CH:30]=2)[C:25]([C:17]2[CH2:18][CH2:19][N:14]([C:11]3[CH2:12][CH2:13][C:8]4[N:9]([C:5]([C:4]([F:22])([F:21])[F:3])=[N:6][N:7]=4)[N:10]=3)[CH2:15][CH:16]=2)=[CH:24]1.